This data is from Full USPTO retrosynthesis dataset with 1.9M reactions from patents (1976-2016). The task is: Predict the reactants needed to synthesize the given product. Given the product [CH3:23][O:22][C:20](=[O:21])[CH2:19][O:15][C:12]1[CH:13]=[CH:14][C:9]([CH2:8][NH:7][C:6]([O:5][C:1]([CH3:4])([CH3:2])[CH3:3])=[O:17])=[CH:10][C:11]=1[Br:16], predict the reactants needed to synthesize it. The reactants are: [C:1]([O:5][C:6](=[O:17])[NH:7][CH2:8][C:9]1[CH:14]=[CH:13][C:12]([OH:15])=[C:11]([Br:16])[CH:10]=1)([CH3:4])([CH3:3])[CH3:2].Br[CH2:19][C:20]([O:22][CH3:23])=[O:21].C([O-])([O-])=O.[Cs+].[Cs+].